Dataset: Full USPTO retrosynthesis dataset with 1.9M reactions from patents (1976-2016). Task: Predict the reactants needed to synthesize the given product. (1) Given the product [F:30][C:31]1[C:32]([O:5][CH:6]2[CH2:11][CH2:10][N:9]([C:12]([O:14][C:15]([CH3:18])([CH3:17])[CH3:16])=[O:13])[CH2:8][CH2:7]2)=[N:33][CH:34]=[CH:35][CH:36]=1, predict the reactants needed to synthesize it. The reactants are: CS([O:5][CH:6]1[CH2:11][CH2:10][N:9]([C:12]([O:14][C:15]([CH3:18])([CH3:17])[CH3:16])=[O:13])[CH2:8][CH2:7]1)(=O)=O.C(=O)([O-])[O-].[K+].[K+].CN(C)C=O.[F:30][C:31]1[C:32](O)=[N:33][CH:34]=[CH:35][CH:36]=1. (2) The reactants are: [C@@H:1]1([C:8](O)=O)[CH2:4][CH2:3][C@H:2]1[C:5](O)=O.[CH3:11][NH:12][C:13]1[C:14]([NH2:23])=[C:15]2[C:20](=[CH:21][CH:22]=1)[N:19]=[CH:18][CH:17]=[CH:16]2.CS(O)(=O)=O.O=P12OP3(OP(OP(O3)(O1)=O)(=O)O2)=O. Given the product [CH3:11][N:12]1[C:13]2[C:14](=[C:15]3[C:20](=[CH:21][CH:22]=2)[N:19]=[CH:18][CH:17]=[CH:16]3)[N:23]=[C:8]1[CH:1]1[CH2:4][CH2:3][CH:2]1[C:5]1[N:12]([CH3:11])[C:13]2[C:14]([N:23]=1)=[C:15]1[C:20](=[CH:21][CH:22]=2)[N:19]=[CH:18][CH:17]=[CH:16]1, predict the reactants needed to synthesize it. (3) The reactants are: [CH2:1]([NH2:8])[C:2]1[CH:7]=[CH:6][CH:5]=[CH:4][CH:3]=1.[F:9][C:10]([F:15])([F:14])[CH:11]1[O:13][CH2:12]1. Given the product [C:2]1([CH2:1][N:8]([CH2:12][CH:11]([OH:13])[C:10]([F:15])([F:14])[F:9])[CH2:12][CH:11]([OH:13])[C:10]([F:15])([F:14])[F:9])[CH:7]=[CH:6][CH:5]=[CH:4][CH:3]=1, predict the reactants needed to synthesize it. (4) Given the product [C:29]([C:26]([C:22]1[CH:21]=[C:20]([CH:25]=[CH:24][CH:23]=1)[C:19]([NH:18][C:16]1[CH:17]=[C:12]([O:11][C:9]2[CH:8]=[CH:7][C:5]3[N:6]=[C:2]([NH:1][C:37](=[O:36])[CH2:38][OH:39])[S:3][C:4]=3[CH:10]=2)[CH:13]=[CH:14][C:15]=1[CH3:32])=[O:31])([CH3:27])[CH3:28])#[N:30], predict the reactants needed to synthesize it. The reactants are: [NH2:1][C:2]1[S:3][C:4]2[CH:10]=[C:9]([O:11][C:12]3[CH:13]=[CH:14][C:15]([CH3:32])=[C:16]([NH:18][C:19](=[O:31])[C:20]4[CH:25]=[CH:24][CH:23]=[C:22]([C:26]([C:29]#[N:30])([CH3:28])[CH3:27])[CH:21]=4)[CH:17]=3)[CH:8]=[CH:7][C:5]=2[N:6]=1.C([O:36][CH2:37][C:38](Cl)=[O:39])(=O)C. (5) Given the product [F:23][C:17]1[CH:18]=[CH:19][CH:20]=[C:21]([F:22])[C:16]=1[O:15][C:3]1[CH:4]=[C:5]([NH:8][C:9]2[S:10][CH:11]=[C:12]([CH3:14])[N:13]=2)[N:6]=[CH:7][C:2]=1[S:71][CH2:70][CH2:69][C:68]([O:67][CH3:66])=[O:72], predict the reactants needed to synthesize it. The reactants are: Br[C:2]1[C:3]([O:15][C:16]2[C:21]([F:22])=[CH:20][CH:19]=[CH:18][C:17]=2[F:23])=[CH:4][C:5]([NH:8][C:9]2[S:10][CH:11]=[C:12]([CH3:14])[N:13]=2)=[N:6][CH:7]=1.C1(P(C2C=CC=CC=2)C2C3OC4C(=CC=CC=4P(C4C=CC=CC=4)C4C=CC=CC=4)C(C)(C)C=3C=CC=2)C=CC=CC=1.[CH3:66][O:67][C:68](=[O:72])[CH2:69][CH2:70][SH:71].C(N(C(C)C)C(C)C)C. (6) Given the product [NH2:1][C:2]1[N:3]=[C:4]([Cl:11])[C:5]([CH:9]([OH:10])[CH3:12])=[C:6]([Cl:8])[N:7]=1, predict the reactants needed to synthesize it. The reactants are: [NH2:1][C:2]1[N:7]=[C:6]([Cl:8])[C:5]([CH:9]=[O:10])=[C:4]([Cl:11])[N:3]=1.[CH3:12][Mg]Cl. (7) Given the product [C:1]([C:9]1[CH:10]=[C:11]([CH:18]=[C:19]([CH2:21][Br:22])[CH:20]=1)[C:12]([N:14]([O:16][CH3:17])[CH3:15])=[O:13])(=[O:8])[C:2]1[CH:3]=[CH:4][CH:5]=[CH:6][CH:7]=1, predict the reactants needed to synthesize it. The reactants are: [C:1]([C:9]1[CH:10]=[C:11]([CH:18]=[C:19]([CH3:21])[CH:20]=1)[C:12]([N:14]([O:16][CH3:17])[CH3:15])=[O:13])(=[O:8])[C:2]1[CH:7]=[CH:6][CH:5]=[CH:4][CH:3]=1.[Br:22]N1C(=O)CCC1=O.N(C(C)(C)C#N)=NC(C)(C)C#N.C(Cl)(Cl)(Cl)Cl. (8) Given the product [Cl:1][C:2]1[CH:3]=[CH:4][C:5]([OH:11])=[C:6]([CH:10]=1)[C:7]([NH:12][C:13]1[CH:18]=[CH:17][CH:16]=[C:15]([N:19]2[C:23]([C:24]3[CH:29]=[CH:28][CH:27]=[CH:26][CH:25]=3)=[CH:22][C:21]([C:30]([F:33])([F:32])[F:31])=[N:20]2)[CH:14]=1)=[O:9], predict the reactants needed to synthesize it. The reactants are: [Cl:1][C:2]1[CH:10]=[C:6]([C:7]([OH:9])=O)[C:5]([OH:11])=[CH:4][CH:3]=1.[NH2:12][C:13]1[CH:14]=[C:15]([N:19]2[C:23]([C:24]3[CH:29]=[CH:28][CH:27]=[CH:26][CH:25]=3)=[CH:22][C:21]([C:30]([F:33])([F:32])[F:31])=[N:20]2)[CH:16]=[CH:17][CH:18]=1. (9) Given the product [CH2:18]([O:1][C:2]1[N:9]=[CH:8][CH:7]=[C:6]([O:10][CH3:11])[C:3]=1[C:4]#[N:5])[C:15]1[CH:16]=[CH:17][CH:12]=[CH:13][CH:14]=1, predict the reactants needed to synthesize it. The reactants are: [OH:1][C:2]1[N:9]=[CH:8][CH:7]=[C:6]([O:10][CH3:11])[C:3]=1[C:4]#[N:5].[CH:12]1[CH:17]=[CH:16][C:15]([CH2:18]Br)=[CH:14][CH:13]=1. (10) Given the product [CH2:1]([C:6]1[CH:34]=[CH:33][C:9]2[N:10]([CH2:14][CH2:15][O:16][C:17]3[CH:32]=[CH:31][C:20]([CH2:21][CH:22]([C:27]([O:29][CH3:30])=[O:28])[C:23]([O:25][CH3:26])=[O:24])=[CH:19][CH:18]=3)[C:11](=[O:13])[S:12][C:8]=2[CH:7]=1)[CH2:2][CH2:3][CH3:4], predict the reactants needed to synthesize it. The reactants are: [C:1]([C:6]1[CH:34]=[CH:33][C:9]2[N:10]([CH2:14][CH2:15][O:16][C:17]3[CH:32]=[CH:31][C:20]([CH2:21][CH:22]([C:27]([O:29][CH3:30])=[O:28])[C:23]([O:25][CH3:26])=[O:24])=[CH:19][CH:18]=3)[C:11](=[O:13])[S:12][C:8]=2[CH:7]=1)(=O)[CH2:2][CH2:3][CH3:4].